This data is from Catalyst prediction with 721,799 reactions and 888 catalyst types from USPTO. The task is: Predict which catalyst facilitates the given reaction. (1) Reactant: [Cl:1][C:2]1[CH:10]=[C:9]2[C:5]([C:6]([C:11]([O:13]C)=[O:12])=[CH:7][NH:8]2)=[CH:4][C:3]=1[C:15]1[CH:20]=[CH:19][C:18]([CH:21]2[CH2:26][CH2:25][O:24][CH2:23][CH2:22]2)=[CH:17][CH:16]=1.[OH-].[Na+]. Product: [Cl:1][C:2]1[CH:10]=[C:9]2[C:5]([C:6]([C:11]([OH:13])=[O:12])=[CH:7][NH:8]2)=[CH:4][C:3]=1[C:15]1[CH:16]=[CH:17][C:18]([CH:21]2[CH2:26][CH2:25][O:24][CH2:23][CH2:22]2)=[CH:19][CH:20]=1. The catalyst class is: 5. (2) Reactant: [C:1]([O:5][C:6]([N:8]1[CH2:13][CH2:12][CH:11]([N:14]2[C@H:18]([C:19]3[CH:24]=[CH:23][CH:22]=[CH:21][CH:20]=3)[CH2:17][NH:16][C:15]2=[O:25])[CH2:10][CH2:9]1)=[O:7])([CH3:4])([CH3:3])[CH3:2].[H-].[Na+].[N+](C1C=CC([O:37][C:38](=O)[NH:39][O:40][CH3:41])=CC=1)([O-])=O. Product: [C:1]([O:5][C:6]([N:8]1[CH2:9][CH2:10][CH:11]([N:14]2[C@H:18]([C:19]3[CH:20]=[CH:21][CH:22]=[CH:23][CH:24]=3)[CH2:17][N:16]([C:38](=[O:37])[NH:39][O:40][CH3:41])[C:15]2=[O:25])[CH2:12][CH2:13]1)=[O:7])([CH3:4])([CH3:2])[CH3:3]. The catalyst class is: 1. (3) Reactant: [CH2:1]([N:8]([CH2:20][CH2:21][CH2:22][CH2:23][CH2:24][CH3:25])[C:9](=[O:19])[CH2:10][CH2:11][C:12]1[CH:17]=[CH:16][C:15]([OH:18])=[CH:14][CH:13]=1)[C:2]1[CH:7]=[CH:6][CH:5]=[CH:4][CH:3]=1.Br[CH2:27][C:28]1[CH:37]=[CH:36][CH:35]=[CH:34][C:29]=1[C:30]([O:32][CH3:33])=[O:31].C(=O)([O-])[O-].[K+].[K+]. Product: [CH2:1]([N:8]([CH2:20][CH2:21][CH2:22][CH2:23][CH2:24][CH3:25])[C:9](=[O:19])[CH2:10][CH2:11][C:12]1[CH:13]=[CH:14][C:15]([O:18][CH2:27][C:28]2[CH:37]=[CH:36][CH:35]=[CH:34][C:29]=2[C:30]([O:32][CH3:33])=[O:31])=[CH:16][CH:17]=1)[C:2]1[CH:3]=[CH:4][CH:5]=[CH:6][CH:7]=1. The catalyst class is: 10. (4) Reactant: [Pb](Cl)Cl.C(OCC)C.[CH3:9][Si:10]([N:13]([Li])[Si:14]([CH3:17])([CH3:16])[CH3:15])([CH3:12])[CH3:11].CN(C)CC(C)(O)C. Product: [CH3:9][Si:10]([CH3:12])([CH3:11])[NH:13][Si:14]([CH3:17])([CH3:16])[CH3:15]. The catalyst class is: 81. (5) Reactant: [Cu][C:2]#[N:3].[C-]#N.[Na+].Br[C:8]1[CH:13]=[CH:12][CH:11]=[C:10]([N:14]2[CH2:19][CH2:18][O:17][CH2:16][CH2:15]2)[N:9]=1.P([O-])([O-])(O)=O.[K+].[K+]. Product: [N:14]1([C:10]2[N:9]=[C:8]([C:2]#[N:3])[CH:13]=[CH:12][CH:11]=2)[CH2:15][CH2:16][O:17][CH2:18][CH2:19]1. The catalyst class is: 3. (6) Reactant: Cl[CH2:2][C:3]([NH:5][C:6]1[CH:7]=[C:8]([CH:13]([CH3:19])[C:14]([O:16][CH2:17][CH3:18])=[O:15])[CH:9]=[CH:10][C:11]=1[OH:12])=[O:4].C(=O)([O-])[O-].[K+].[K+].O. Product: [O:4]=[C:3]1[CH2:2][O:12][C:11]2[CH:10]=[CH:9][C:8]([CH:13]([CH3:19])[C:14]([O:16][CH2:17][CH3:18])=[O:15])=[CH:7][C:6]=2[NH:5]1. The catalyst class is: 21. (7) Reactant: [Cl:1][C:2]1[C:3]([CH3:11])=[C:4]([CH:8]=[CH:9][CH:10]=1)[C:5]([OH:7])=O.O.O[N:14]1[C:18]2[CH:19]=[CH:20][CH:21]=[CH:22]C=2N=N1.Cl.CN(C)[CH2:26][CH2:27][CH2:28][N:29]=[C:30]=NCC.[CH2:35](N(CC)CC)C. Product: [Cl:1][C:2]1[C:3]([CH3:11])=[C:4]([CH:8]=[CH:9][CH:10]=1)[C:5]([N:14]([CH2:18][CH2:19][CH2:20][CH2:21][CH3:22])[CH:26]1[CH2:27][CH2:28][NH:29][CH2:30][CH2:35]1)=[O:7]. The catalyst class is: 4. (8) Reactant: [Cl:1][C:2]1[CH:14]=[CH:13][C:5]([C:6]([N:8]=[CH:9]N(C)C)=[O:7])=[C:4]([CH3:15])[CH:3]=1.CC(C)([O-])C.[Na+].O1CCCC1.Cl. Product: [Cl:1][C:2]1[CH:3]=[C:4]2[C:5](=[CH:13][CH:14]=1)[C:6]([OH:7])=[N:8][CH:9]=[CH:15]2. The catalyst class is: 6. (9) Reactant: [Cl:1][C:2]1[CH:3]=[C:4]([CH:6]=[CH:7][C:8]=1[O:9][C:10]1[C:19]2[C:14](=[CH:15][C:16]([O:22][CH3:23])=[C:17]([O:20][CH3:21])[CH:18]=2)[N:13]=[CH:12][CH:11]=1)[NH2:5].C(N(CC)C(C)C)(C)C.Cl[C:34](Cl)([O:36]C(=O)OC(Cl)(Cl)Cl)Cl.[CH3:45][C:46]1[CH:50]=[C:49]([NH2:51])[O:48][N:47]=1.C(=O)([O-])O.[Na+]. Product: [Cl:1][C:2]1[CH:3]=[C:4]([NH:5][C:34]([NH:51][C:49]2[O:48][N:47]=[C:46]([CH3:45])[CH:50]=2)=[O:36])[CH:6]=[CH:7][C:8]=1[O:9][C:10]1[C:19]2[C:14](=[CH:15][C:16]([O:22][CH3:23])=[C:17]([O:20][CH3:21])[CH:18]=2)[N:13]=[CH:12][CH:11]=1. The catalyst class is: 159. (10) Reactant: [CH2:1]([N:8]1[CH2:13][CH2:12][CH:11]([NH:14][C:15](=O)[CH2:16][C:17]2[CH:22]=[CH:21][CH:20]=[CH:19][C:18]=2[N+:23]([O-])=O)[CH2:10][CH2:9]1)[C:2]1[CH:7]=[CH:6][CH:5]=[CH:4][CH:3]=1.[H-].[Al+3].[Li+].[H-].[H-].[H-]. Product: [NH2:23][C:18]1[CH:19]=[CH:20][CH:21]=[CH:22][C:17]=1[CH2:16][CH2:15][NH:14][CH:11]1[CH2:10][CH2:9][N:8]([CH2:1][C:2]2[CH:3]=[CH:4][CH:5]=[CH:6][CH:7]=2)[CH2:13][CH2:12]1. The catalyst class is: 12.